Binary Classification. Given a drug SMILES string, predict its activity (active/inactive) in a high-throughput screening assay against a specified biological target. From a dataset of M1 muscarinic receptor antagonist screen with 61,756 compounds. (1) The molecule is O1CCN(CC1)Cc1[nH]c2c(c(=O)n1)ccc(c2)C(OCc1ccc(cc1)C#N)=O. The result is 0 (inactive). (2) The result is 0 (inactive). The compound is O(CCCNc1ncnc2n(ncc12)c1c(cc(cc1)C)C)C(C)C. (3) The molecule is S(=O)(=O)(N1CCC(CC1)C)c1cc(C(=O)N2CCCC2)ccc1OC. The result is 0 (inactive). (4) The drug is O(c1ccc(Nc2c3c(nc(c2)C)cccc3)cc1)C. The result is 0 (inactive). (5) The drug is S(=O)(=O)(N1CCN(CC1)CC(=O)Nc1c(F)cccc1)c1ccc(F)cc1. The result is 0 (inactive). (6) The drug is S(c1n(CCCC)c2c(n(c(=O)n(c2=O)C)C)n1)Cc1oc(nn1)c1ccccc1. The result is 0 (inactive).